The task is: Predict the reaction yield, written as a fraction of the theoretical maximum amount of product (1.0 means a 100% yield; for example, 0.34 means a 34% yield).. This data is from Reaction yield outcomes from USPTO patents with 853,638 reactions. The reactants are [F:1][C:2]1[CH:3]=[C:4]([CH:8]=[C:9]([Br:11])[CH:10]=1)[CH:5]=[N:6]O. The catalyst is C(#N)C.C([O-])(=O)C.[Cu+2].C([O-])(=O)C. The product is [F:1][C:2]1[CH:3]=[C:4]([CH:8]=[C:9]([Br:11])[CH:10]=1)[C:5]#[N:6]. The yield is 0.890.